From a dataset of NCI-60 drug combinations with 297,098 pairs across 59 cell lines. Regression. Given two drug SMILES strings and cell line genomic features, predict the synergy score measuring deviation from expected non-interaction effect. Drug 1: C1=NC2=C(N=C(N=C2N1C3C(C(C(O3)CO)O)F)Cl)N. Drug 2: C1CC(=O)NC(=O)C1N2C(=O)C3=CC=CC=C3C2=O. Cell line: HCT-15. Synergy scores: CSS=8.91, Synergy_ZIP=-4.23, Synergy_Bliss=1.78, Synergy_Loewe=-8.59, Synergy_HSA=2.50.